The task is: Predict which catalyst facilitates the given reaction.. This data is from Catalyst prediction with 721,799 reactions and 888 catalyst types from USPTO. (1) Reactant: [CH3:1][C:2](C)([O-])C.[K+].C([Si](C1C=CC=CC=1)(C1C=CC=CC=1)[O:12][C:13]1[CH:22]=[CH:21][C:20]2[NH:19][C:18](=[O:23])[C:17]3=[C:24]([CH3:33])[N:25]([CH:27]4[CH2:32][CH2:31][CH2:30][CH2:29][O:28]4)[N:26]=[C:16]3[C:15]=2[CH:14]=1)(C)(C)C.BrCC.C(=O)([O-])[O-].[K+].[K+]. Product: [CH2:1]([O:12][C:13]1[CH:22]=[CH:21][C:20]2[NH:19][C:18](=[O:23])[C:17]3=[C:24]([CH3:33])[N:25]([CH:27]4[CH2:32][CH2:31][CH2:30][CH2:29][O:28]4)[N:26]=[C:16]3[C:15]=2[CH:14]=1)[CH3:2]. The catalyst class is: 18. (2) Reactant: [C:1]1([S:7](Cl)(=[O:9])=[O:8])[CH:6]=[CH:5][CH:4]=[CH:3][CH:2]=1.[NH2:11][C:12]1[CH:13]=[C:14]([C:19]2[S:23][C:22]([NH:24][C:25](=[O:27])[CH3:26])=[N:21][C:20]=2[CH2:28][C:29]#[N:30])[CH:15]=[N:16][C:17]=1[Cl:18].N. Product: [C:1]1([S:7]([NH:11][C:12]2[CH:13]=[C:14]([C:19]3[S:23][C:22]([NH:24][C:25](=[O:27])[CH3:26])=[N:21][C:20]=3[CH2:28][C:29]#[N:30])[CH:15]=[N:16][C:17]=2[Cl:18])(=[O:9])=[O:8])[CH:6]=[CH:5][CH:4]=[CH:3][CH:2]=1. The catalyst class is: 17. (3) Reactant: [Br:1][C:2]1[CH:3]=[C:4]([CH2:11][OH:12])[C:5]2[N:6]([N:8]=[CH:9][N:10]=2)[CH:7]=1.CC(OI1(OC(C)=O)(OC(C)=O)OC(=O)C2C=CC=CC1=2)=O. Product: [Br:1][C:2]1[CH:3]=[C:4]([CH:11]=[O:12])[C:5]2[N:6]([N:8]=[CH:9][N:10]=2)[CH:7]=1. The catalyst class is: 2. (4) Reactant: [Cl:1][C:2]1[CH:7]=[CH:6][N:5]=[C:4]([C:8]([O:10][CH2:11][CH3:12])=[O:9])[CH:3]=1.ClC1C=CC=C(C(OO)=[O:21])C=1. Product: [Cl:1][C:2]1[CH:3]=[C:4]([C:8]([O:10][CH2:11][CH3:12])=[O:9])[N+:5]([O-:21])=[CH:6][CH:7]=1. The catalyst class is: 4. (5) Reactant: [OH:1][C@H:2]([CH3:19])[C:3]([NH:5][CH:6]1[CH2:11][CH2:10][N:9]([C:12]([O:14][C:15]([CH3:18])([CH3:17])[CH3:16])=[O:13])[CH2:8][CH2:7]1)=[O:4].[Cl:20][C:21]1[C:26](O)=[CH:25][C:24]([Cl:28])=[CH:23][N:22]=1.C1(P(C2C=CC=CC=2)C2C=CC=CC=2)C=CC=CC=1.N(C(OC(C)(C)C)=O)=NC(OC(C)(C)C)=O. Product: [Cl:20][C:21]1[C:26]([O:1][C@@H:2]([CH3:19])[C:3]([NH:5][CH:6]2[CH2:11][CH2:10][N:9]([C:12]([O:14][C:15]([CH3:18])([CH3:17])[CH3:16])=[O:13])[CH2:8][CH2:7]2)=[O:4])=[CH:25][C:24]([Cl:28])=[CH:23][N:22]=1. The catalyst class is: 132.